Dataset: Forward reaction prediction with 1.9M reactions from USPTO patents (1976-2016). Task: Predict the product of the given reaction. (1) The product is: [Cl:4][CH:12]([S:9]([CH:6]([CH3:8])[CH3:7])(=[O:11])=[O:10])[C:13](=[O:15])[CH3:14]. Given the reactants S(Cl)([Cl:4])(=O)=O.[CH:6]([S:9]([CH2:12][C:13](=[O:15])[CH3:14])(=[O:11])=[O:10])([CH3:8])[CH3:7], predict the reaction product. (2) Given the reactants [CH3:1][NH:2][C:3]([N:5]1[CH2:9][CH2:8][C:7]2([C:17]3[C:12](=[CH:13][CH:14]=[C:15]([CH2:18][CH2:19][CH2:20][C:21](OCC)=[O:22])[CH:16]=3)[N:11]([C:26](=[O:35])[NH:27][C:28]3[CH:33]=[N:32][C:31]([CH3:34])=[CH:30][N:29]=3)[CH2:10]2)[CH2:6]1)=[O:4].Cl.[NH:37]1[CH2:40][CH2:39][CH2:38]1, predict the reaction product. The product is: [N:37]1([C:21](=[O:22])[CH2:20][CH2:19][CH2:18][C:15]2[CH:16]=[C:17]3[C:7]4([CH2:8][CH2:9][N:5]([C:3]([NH:2][CH3:1])=[O:4])[CH2:6]4)[CH2:10][N:11]([C:26]([NH:27][C:28]4[CH:33]=[N:32][C:31]([CH3:34])=[CH:30][N:29]=4)=[O:35])[C:12]3=[CH:13][CH:14]=2)[CH2:40][CH2:39][CH2:38]1. (3) Given the reactants OCCN1CCN(CC(NC2C(SC)=NC(C)=CC=2SC)=O)CC1.O[CH2:26][CH2:27][N:28]1[CH2:33][CH2:32][N:31]([CH2:34][C:35]([NH:37][C:38]2[C:39]([N:51]3[CH2:56][CH2:55][O:54][CH2:53][CH2:52]3)=[N:40][C:41]([CH3:50])=[CH:42][C:43]=2[N:44]2[CH2:49][CH2:48][O:47][CH2:46][CH2:45]2)=[O:36])[CH2:30][CH2:29]1.SC1NC2C=CC=CC=2N=1.[SH:67][C:68]1[O:69][C:70]2[CH:76]=[CH:75][CH:74]=[CH:73][C:71]=2[N:72]=1, predict the reaction product. The product is: [O:69]1[C:70]2[CH:76]=[CH:75][CH:74]=[CH:73][C:71]=2[N:72]=[C:68]1[S:67][CH2:26][CH2:27][N:28]1[CH2:29][CH2:30][N:31]([CH2:34][C:35]([NH:37][C:38]2[C:39]([N:51]3[CH2:56][CH2:55][O:54][CH2:53][CH2:52]3)=[N:40][C:41]([CH3:50])=[CH:42][C:43]=2[N:44]2[CH2:45][CH2:46][O:47][CH2:48][CH2:49]2)=[O:36])[CH2:32][CH2:33]1. (4) Given the reactants [F:1][C:2]1[CH:3]=[C:4]([NH:8][C:9]([C:11]2[NH:12][C:13]([C:16]3[C:24]4[C:19](=[CH:20][CH:21]=[C:22]([N+:25]([O-:27])=[O:26])[CH:23]=4)[NH:18][N:17]=3)=[CH:14][CH:15]=2)=[O:10])[CH:5]=[CH:6][CH:7]=1.[C:28]1(C)C=CC=CC=1, predict the reaction product. The product is: [F:1][C:2]1[CH:3]=[C:4]([NH:8][C:9]([C:11]2[NH:12][C:13]([C:16]3[C:24]4[C:19](=[CH:20][CH:21]=[C:22]([N+:25]([O-:27])=[O:26])[CH:23]=4)[N:18]([CH3:28])[N:17]=3)=[CH:14][CH:15]=2)=[O:10])[CH:5]=[CH:6][CH:7]=1.